This data is from Full USPTO retrosynthesis dataset with 1.9M reactions from patents (1976-2016). The task is: Predict the reactants needed to synthesize the given product. (1) Given the product [CH3:25][C:24]1[C:26]([CH3:28])=[N:18][C:3]2[CH:4]=[CH:5][C:6]3[C:7](=[O:17])[C:8]4[C:13](=[CH:12][CH:11]=[CH:10][CH:9]=4)[C:14](=[O:16])[C:15]=3[C:2]=2[N:1]=1, predict the reactants needed to synthesize it. The reactants are: [NH2:1][C:2]1[C:15]2[C:14](=[O:16])[C:13]3[C:8](=[CH:9][CH:10]=[CH:11][CH:12]=3)[C:7](=[O:17])[C:6]=2[CH:5]=[CH:4][C:3]=1[NH2:18].S(=O)(=O)(O)O.[CH:24]([C:26]([CH3:28])=O)=[CH2:25]. (2) Given the product [CH2:1]([O:3][C:4]([C@@H:6]1[C@H:8]([C:9]2[CH:14]=[CH:13][CH:12]=[CH:11][CH:10]=2)[C@H:7]1[C:15]1[CH:20]=[CH:19][C:18]2[N:21]=[C:22]([CH:23]([CH3:25])[CH3:24])[O:26][C:17]=2[CH:16]=1)=[O:5])[CH3:2], predict the reactants needed to synthesize it. The reactants are: [CH2:1]([O:3][C:4]([C@@H:6]1[C@H:8]([C:9]2[CH:14]=[CH:13][CH:12]=[CH:11][CH:10]=2)[C@H:7]1[C:15]1[CH:20]=[CH:19][C:18]([NH:21][C:22](=[O:26])[CH:23]([CH3:25])[CH3:24])=[C:17](Br)[CH:16]=1)=[O:5])[CH3:2].C([O-])([O-])=O.[K+].[K+].N1C=CC=CC=1. (3) Given the product [ClH:21].[ClH:21].[NH:1]1[CH2:5][CH2:4][C@@H:3]([O:6][NH2:7])[CH2:2]1, predict the reactants needed to synthesize it. The reactants are: [NH:1]1[CH2:5][CH2:4][C@@H:3]([O:6][N:7]=C(C2C=CC=CC=2)C2C=CC=CC=2)[CH2:2]1.[ClH:21]. (4) Given the product [F:1][C:4]1[C:9]([N+:10]([O-:12])=[O:11])=[CH:8][CH:7]=[CH:6][C:5]=1[CH3:13], predict the reactants needed to synthesize it. The reactants are: [F-:1].[Cs+].Cl[C:4]1[C:9]([N+:10]([O-:12])=[O:11])=[CH:8][CH:7]=[CH:6][C:5]=1[CH3:13].Cl. (5) Given the product [CH3:1][C:2]([N:9]1[CH2:14][CH2:13][CH:12]([NH:31][CH2:30][C:27]2[CH:26]=[CH:25][C:24]([C:21]3[CH:22]=[CH:23][C:18]([C:17]([F:16])([F:32])[F:33])=[CH:19][CH:20]=3)=[CH:29][CH:28]=2)[CH2:11][CH2:10]1)([CH3:8])[C:3]([O:5][CH2:6][CH3:7])=[O:4], predict the reactants needed to synthesize it. The reactants are: [CH3:1][C:2]([N:9]1[CH2:14][CH2:13][C:12](=O)[CH2:11][CH2:10]1)([CH3:8])[C:3]([O:5][CH2:6][CH3:7])=[O:4].[F:16][C:17]([F:33])([F:32])[C:18]1[CH:23]=[CH:22][C:21]([C:24]2[CH:29]=[CH:28][C:27]([CH2:30][NH2:31])=[CH:26][CH:25]=2)=[CH:20][CH:19]=1.C(O)(=O)C.C(O[BH-](OC(=O)C)OC(=O)C)(=O)C.[Na+].C(=O)([O-])[O-].[Na+].[Na+].